Dataset: Forward reaction prediction with 1.9M reactions from USPTO patents (1976-2016). Task: Predict the product of the given reaction. (1) The product is: [CH3:1][C:2]1[CH:3]=[C:4]([N:9]2[C:13](=[O:14])/[C:12](=[N:15]\[NH:16][C:17]3[C:18]([OH:32])=[C:19]([C:23]4[CH:28]=[CH:27][CH:26]=[C:25]([C:29]([O:31][CH3:40])=[O:30])[CH:24]=4)[CH:20]=[CH:21][CH:22]=3)/[C:11]([CH3:33])=[N:10]2)[CH:5]=[CH:6][C:7]=1[CH3:8]. Given the reactants [CH3:1][C:2]1[CH:3]=[C:4]([N:9]2[C:13](=[O:14])[C:12](=[N:15][NH:16][C:17]3[C:18]([OH:32])=[C:19]([C:23]4[CH:28]=[CH:27][CH:26]=[C:25]([C:29]([OH:31])=[O:30])[CH:24]=4)[CH:20]=[CH:21][CH:22]=3)[C:11]([CH3:33])=[N:10]2)[CH:5]=[CH:6][C:7]=1[CH3:8].S(=O)(=O)(O)O.O.[CH3:40]COC(C)=O, predict the reaction product. (2) Given the reactants [O:1]=[C:2]1[C:7]([CH2:8][C:9]2[CH:14]=[CH:13][C:12]([C:15]3[C:16]([C:21]#[N:22])=[CH:17][CH:18]=[CH:19][CH:20]=3)=[CH:11][CH:10]=2)=[C:6]([CH2:23][CH2:24][CH3:25])[N:5]2[N:26]=[CH:27][N:28]=[C:4]2[N:3]1[CH:29]1[CH2:34][CH2:33][NH:32][CH2:31][CH2:30]1.Br[CH2:36][C:37]([O:39][CH2:40]C)=[O:38].C(=O)([O-])[O-].[K+].[K+].CN(C)C=O, predict the reaction product. The product is: [CH3:40][O:39][C:37](=[O:38])[CH2:36][N:32]1[CH2:31][CH2:30][CH:29]([N:3]2[C:2](=[O:1])[C:7]([CH2:8][C:9]3[CH:10]=[CH:11][C:12]([C:15]4[CH:20]=[CH:19][CH:18]=[CH:17][C:16]=4[C:21]#[N:22])=[CH:13][CH:14]=3)=[C:6]([CH2:23][CH2:24][CH3:25])[N:5]3[N:26]=[CH:27][N:28]=[C:4]23)[CH2:34][CH2:33]1. (3) Given the reactants [Br:1][C:2]1[C:10]([F:11])=[CH:9][C:5]([C:6]([OH:8])=[O:7])=[C:4](F)[CH:3]=1.[NH2:13][NH2:14].[ClH:15], predict the reaction product. The product is: [ClH:15].[Br:1][C:2]1[C:10]([F:11])=[CH:9][C:5]([C:6]([OH:8])=[O:7])=[C:4]([NH:13][NH2:14])[CH:3]=1. (4) Given the reactants [Br:1][C:2]1[N:7]=[C:6]([CH3:8])[N:5]=[C:4]([NH:9][C:10]2[S:11][C:12]([C:15]([O:17]C)=[O:16])=[CH:13][N:14]=2)[CH:3]=1.[OH-].[Na+].Cl, predict the reaction product. The product is: [Br:1][C:2]1[N:7]=[C:6]([CH3:8])[N:5]=[C:4]([NH:9][C:10]2[S:11][C:12]([C:15]([OH:17])=[O:16])=[CH:13][N:14]=2)[CH:3]=1. (5) Given the reactants [CH3:1][C:2]1[S:3][CH:4]=[C:5]([C:7](Cl)=[O:8])[N:6]=1.[C:10]1([S:16]([N:19]2[C:27]3[CH:26]=[C:25]([Sn:28]([CH3:31])([CH3:30])[CH3:29])[CH:24]=[C:23]([NH2:32])[C:22]=3[CH:21]=[N:20]2)(=[O:18])=[O:17])[CH:15]=[CH:14][CH:13]=[CH:12][CH:11]=1.C(=O)(O)[O-].[Na+], predict the reaction product. The product is: [CH3:1][C:2]1[S:3][CH:4]=[C:5]([C:7]([NH:32][C:23]2[CH:24]=[C:25]([Sn:28]([CH3:31])([CH3:30])[CH3:29])[CH:26]=[C:27]3[C:22]=2[CH:21]=[N:20][N:19]3[S:16]([C:10]2[CH:15]=[CH:14][CH:13]=[CH:12][CH:11]=2)(=[O:18])=[O:17])=[O:8])[N:6]=1. (6) Given the reactants [CH3:1][C:2]1[C:6]([C:7]2[CH:8]=[C:9]([C:17]([C:19]3[CH:24]=[CH:23][CH:22]=[CH:21][CH:20]=3)=[CH2:18])[C:10]3[N:14]=[C:13]([NH2:15])[NH:12][C:11]=3[CH:16]=2)=[C:5]([CH3:25])[O:4][N:3]=1, predict the reaction product. The product is: [CH3:1][C:2]1[C:6]([C:7]2[CH:8]=[C:9]([CH:17]([C:19]3[CH:24]=[CH:23][CH:22]=[CH:21][CH:20]=3)[CH3:18])[C:10]3[N:14]=[C:13]([NH2:15])[NH:12][C:11]=3[CH:16]=2)=[C:5]([CH3:25])[O:4][N:3]=1.